This data is from Full USPTO retrosynthesis dataset with 1.9M reactions from patents (1976-2016). The task is: Predict the reactants needed to synthesize the given product. (1) Given the product [Cl:15][C:16]1[CH:17]=[C:18]([NH:31][C:32]2[C:33]3[S:40][C:39]([C:41]#[C:42][C:2]4[N:7]=[CH:6][CH:5]=[CH:4][N:3]=4)=[CH:38][C:34]=3[N:35]=[CH:36][N:37]=2)[CH:19]=[CH:20][C:21]=1[O:22][CH2:23][C:24]1[CH:29]=[CH:28][CH:27]=[C:26]([F:30])[CH:25]=1, predict the reactants needed to synthesize it. The reactants are: Br[C:2]1[N:7]=[CH:6][CH:5]=[CH:4][N:3]=1.C(N(CC)CC)C.[Cl:15][C:16]1[CH:17]=[C:18]([NH:31][C:32]2[C:33]3[S:40][C:39]([C:41]#[CH:42])=[CH:38][C:34]=3[N:35]=[CH:36][N:37]=2)[CH:19]=[CH:20][C:21]=1[O:22][CH2:23][C:24]1[CH:29]=[CH:28][CH:27]=[C:26]([F:30])[CH:25]=1. (2) Given the product [F:3][CH2:4][C:5]1[O:9][N:8]=[C:7]([C:10]([OH:12])=[O:11])[CH:6]=1, predict the reactants needed to synthesize it. The reactants are: [OH-].[Na+].[F:3][CH2:4][C:5]1[O:9][N:8]=[C:7]([C:10]([O:12]CC)=[O:11])[CH:6]=1. (3) Given the product [Cl:23][C:6]1[CH:5]=[C:4]([N:24]2[C:38](=[O:42])[NH:37][C:35](=[O:36])[C:26]([C:27]([NH:29][C:30](=[O:34])[O:31][CH2:32][CH3:33])=[O:28])=[N:25]2)[CH:3]=[C:2]([Cl:1])[C:7]=1[C:8]([C:11]1[N:15]=[C:14]([C:16]2[CH:21]=[CH:20][CH:19]=[CH:18][C:17]=2[CH3:22])[O:13][N:12]=1)([CH3:9])[CH3:10], predict the reactants needed to synthesize it. The reactants are: [Cl:1][C:2]1[CH:3]=[C:4]([NH:24][N:25]=[C:26]([C:35]([NH:37][C:38](=[O:42])OCC)=[O:36])[C:27]([NH:29][C:30](=[O:34])[O:31][CH2:32][CH3:33])=[O:28])[CH:5]=[C:6]([Cl:23])[C:7]=1[C:8]([C:11]1[N:15]=[C:14]([C:16]2[CH:21]=[CH:20][CH:19]=[CH:18][C:17]=2[CH3:22])[O:13][N:12]=1)([CH3:10])[CH3:9].C([O-])(=O)C.[Na+].O. (4) Given the product [N:39]1[CH:38]=[C:37]([C:7]2[CH:6]=[CH:5][C:4]([C:18]3[N:23]=[N:22][C:21]([N:24]([CH3:35])[CH:25]4[CH2:30][C:29]([CH3:32])([CH3:31])[NH:28][C:27]([CH3:33])([CH3:34])[CH2:26]4)=[CH:20][CH:19]=3)=[C:3]([O:2][CH3:1])[CH:8]=2)[N:41]2[CH:42]=[CH:43][N:44]=[CH:45][C:40]=12, predict the reactants needed to synthesize it. The reactants are: [CH3:1][O:2][C:3]1[CH:8]=[C:7](B2OC(C)(C)C(C)(C)O2)[CH:6]=[CH:5][C:4]=1[C:18]1[N:23]=[N:22][C:21]([N:24]([CH3:35])[CH:25]2[CH2:30][C:29]([CH3:32])([CH3:31])[NH:28][C:27]([CH3:34])([CH3:33])[CH2:26]2)=[CH:20][CH:19]=1.Br[C:37]1[N:41]2[CH2:42][CH2:43][NH:44][CH2:45][C:40]2=[N:39][CH:38]=1.C([O-])([O-])=O.[Na+].[Na+].COCCOC. (5) Given the product [Cl:32][C:30]1[CH:29]=[C:26]([CH:25]=[C:24]([O:23][C:20]2[C:21](=[O:22])[N:16]([CH2:15][C:9]3[N:10]=[N:11][C:12]([O:13][CH3:14])=[C:7]([CH2:6][OH:5])[CH:8]=3)[CH:17]=[N:18][C:19]=2[C:33]([F:36])([F:34])[F:35])[CH:31]=1)[C:27]#[N:28], predict the reactants needed to synthesize it. The reactants are: C([O:5][CH2:6][C:7]1[CH:8]=[C:9]([CH2:15][N:16]2[C:21](=[O:22])[C:20]([O:23][C:24]3[CH:25]=[C:26]([CH:29]=[C:30]([Cl:32])[CH:31]=3)[C:27]#[N:28])=[C:19]([C:33]([F:36])([F:35])[F:34])[N:18]=[CH:17]2)[N:10]=[N:11][C:12]=1[O:13][CH3:14])(C)(C)C.C(O)(C(F)(F)F)=O.